The task is: Predict the reactants needed to synthesize the given product.. This data is from Full USPTO retrosynthesis dataset with 1.9M reactions from patents (1976-2016). Given the product [CH2:7]([C:19]1[CH:20]=[CH:21][C:22]([S:25]([NH:1][C:2]2[S:3][CH:4]=[N:5][N:6]=2)(=[O:27])=[O:26])=[CH:23][CH:24]=1)[CH2:8][CH2:9][CH2:10][CH2:11][CH2:12][CH2:13][CH2:14][CH2:15][CH2:16][CH2:17][CH3:18], predict the reactants needed to synthesize it. The reactants are: [NH2:1][C:2]1[S:3][CH:4]=[N:5][N:6]=1.[CH2:7]([C:19]1[CH:24]=[CH:23][C:22]([S:25](Cl)(=[O:27])=[O:26])=[CH:21][CH:20]=1)[CH2:8][CH2:9][CH2:10][CH2:11][CH2:12][CH2:13][CH2:14][CH2:15][CH2:16][CH2:17][CH3:18].Cl.